This data is from Forward reaction prediction with 1.9M reactions from USPTO patents (1976-2016). The task is: Predict the product of the given reaction. (1) Given the reactants [CH3:1][CH:2]([O:4][C:5]1[CH:6]=[C:7]([O:19][C:20]2[CH:25]=[CH:24][C:23]([S:26]([CH3:29])(=[O:28])=[O:27])=[CH:22][N:21]=2)[CH:8]=[C:9]2[C:13]=1[NH:12][C:11]([C:14]([O:16]CC)=[O:15])=[CH:10]2)[CH3:3].[OH-].[Na+].C(O)C.Cl, predict the reaction product. The product is: [CH3:3][CH:2]([O:4][C:5]1[CH:6]=[C:7]([O:19][C:20]2[CH:25]=[CH:24][C:23]([S:26]([CH3:29])(=[O:28])=[O:27])=[CH:22][N:21]=2)[CH:8]=[C:9]2[C:13]=1[NH:12][C:11]([C:14]([OH:16])=[O:15])=[CH:10]2)[CH3:1]. (2) Given the reactants [F:1][C:2]1[CH:20]=[CH:19][C:5]([C:6]([C:8]2[O:9][C:10]3[CH:16]=[CH:15][C:14]([CH:17]=[O:18])=[CH:13][C:11]=3[CH:12]=2)=[O:7])=[CH:4][CH:3]=1.[CH2:21](O)[CH2:22][OH:23].[C@]12(CS(O)(=O)=O)C(C)(C)C(CC1)CC2=O.C(=O)(O)[O-].[Na+], predict the reaction product. The product is: [O:18]1[CH2:21][CH2:22][O:23][CH:17]1[C:14]1[CH:15]=[CH:16][C:10]2[O:9][C:8]([C:6]([C:5]3[CH:19]=[CH:20][C:2]([F:1])=[CH:3][CH:4]=3)=[O:7])=[CH:12][C:11]=2[CH:13]=1.